Dataset: Catalyst prediction with 721,799 reactions and 888 catalyst types from USPTO. Task: Predict which catalyst facilitates the given reaction. (1) Reactant: [C:1]([O:5][C:6](=[O:29])[C:7]([O:10]/[N:11]=[C:12](/[C:16]1[N:17]=[C:18]([NH:21][C:22]([O:24][C:25]([CH3:28])([CH3:27])[CH3:26])=[O:23])[S:19][CH:20]=1)\[C:13](O)=[O:14])([CH3:9])[CH3:8])([CH3:4])([CH3:3])[CH3:2].Cl.[NH2:31][C@@H:32]1[C:39](=[O:40])[N:38]2[C@@H:33]1[S:34][CH2:35][C:36]([CH2:57][Cl:58])=[C:37]2[C:41]([O:43][CH:44]([C:51]1[CH:56]=[CH:55][CH:54]=[CH:53][CH:52]=1)[C:45]1[CH:50]=[CH:49][CH:48]=[CH:47][CH:46]=1)=[O:42].P(Cl)(Cl)(=O)OC1C=CC=CC=1.CN1CCOCC1. The catalyst class is: 4. Product: [C:1]([O:5][C:6](=[O:29])[C:7]([O:10]/[N:11]=[C:12](/[C:16]1[N:17]=[C:18]([NH:21][C:22]([O:24][C:25]([CH3:28])([CH3:27])[CH3:26])=[O:23])[S:19][CH:20]=1)\[C:13]([NH:31][C@@H:32]1[C:39](=[O:40])[N:38]2[C@@H:33]1[S:34][CH2:35][C:36]([CH2:57][Cl:58])=[C:37]2[C:41]([O:43][CH:44]([C:45]1[CH:50]=[CH:49][CH:48]=[CH:47][CH:46]=1)[C:51]1[CH:56]=[CH:55][CH:54]=[CH:53][CH:52]=1)=[O:42])=[O:14])([CH3:9])[CH3:8])([CH3:2])([CH3:3])[CH3:4]. (2) Reactant: [Cl:1][C:2]1[CH:10]=[C:9]([F:11])[CH:8]=[CH:7][C:3]=1[C:4](O)=[O:5].S(Cl)([Cl:14])=O.CN1CCCC1=O. Product: [Cl:1][C:2]1[CH:10]=[C:9]([F:11])[CH:8]=[CH:7][C:3]=1[C:4]([Cl:14])=[O:5]. The catalyst class is: 4. (3) Reactant: [Cl:1][C:2]1[CH:3]=[CH:4][C:5]([NH:12][CH2:13][C:14]([F:17])([F:16])[F:15])=[C:6]([CH:11]=1)[C:7]([O:9]C)=[O:8].[OH-].[Na+]. Product: [Cl:1][C:2]1[CH:3]=[CH:4][C:5]([NH:12][CH2:13][C:14]([F:15])([F:16])[F:17])=[C:6]([CH:11]=1)[C:7]([OH:9])=[O:8]. The catalyst class is: 1.